Dataset: Forward reaction prediction with 1.9M reactions from USPTO patents (1976-2016). Task: Predict the product of the given reaction. (1) Given the reactants Cl[C:2]1[O:3][C:4]([CH2:14][CH2:15][CH2:16][O:17][C:18]2[CH:23]=[CH:22][CH:21]=[CH:20][C:19]=2[O:24][CH3:25])=[C:5]([C:7]2[CH:12]=[CH:11][C:10]([Cl:13])=[CH:9][CH:8]=2)[N:6]=1.[CH2:26]([C:28]1[NH:29][CH:30]=[CH:31][N:32]=1)[CH3:27].C(=O)([O-])[O-].[K+].[K+].CN(C)C=O, predict the reaction product. The product is: [Cl:13][C:10]1[CH:11]=[CH:12][C:7]([C:5]2[N:6]=[C:2]([N:29]3[CH:30]=[CH:31][N:32]=[C:28]3[CH2:26][CH3:27])[O:3][C:4]=2[CH2:14][CH2:15][CH2:16][O:17][C:18]2[CH:23]=[CH:22][CH:21]=[CH:20][C:19]=2[O:24][CH3:25])=[CH:8][CH:9]=1. (2) Given the reactants C(O[C:4]([C:6]1[N:11]=[CH:10][C:9]2[N:12]=[C:13]([C:15]3[CH:20]=[CH:19][C:18]([F:21])=[CH:17][CH:16]=3)[S:14][C:8]=2[C:7]=1[OH:22])=[O:5])C.[NH2:23][CH2:24][C:25]([OH:27])=[O:26], predict the reaction product. The product is: [F:21][C:18]1[CH:17]=[CH:16][C:15]([C:13]2[S:14][C:8]3[C:7]([OH:22])=[C:6]([C:4]([NH:23][CH2:24][C:25]([OH:27])=[O:26])=[O:5])[N:11]=[CH:10][C:9]=3[N:12]=2)=[CH:20][CH:19]=1. (3) Given the reactants [NH2:1][CH2:2][C:3]1([OH:39])[CH2:8][CH2:7][N:6]([C:9]2[C:14]([CH2:15][N:16]([CH3:27])[C@@H:17]3[C:26]4[C:21](=[CH:22][CH:23]=[CH:24][CH:25]=4)[CH2:20][CH2:19][CH2:18]3)=[C:13]([CH3:28])[N:12]=[C:11]([C:29]3[C:34]([CH2:35][CH3:36])=[CH:33][CH:32]=[CH:31][C:30]=3[CH2:37][CH3:38])[N:10]=2)[CH2:5][CH2:4]1.C([O-])([O-])=O.[K+].[K+].[C:46](OC(=O)C)(=[O:48])[CH3:47].C([O-])(O)=O.[Na+], predict the reaction product. The product is: [CH2:35]([C:34]1[CH:33]=[CH:32][CH:31]=[C:30]([CH2:37][CH3:38])[C:29]=1[C:11]1[N:10]=[C:9]([N:6]2[CH2:7][CH2:8][C:3]([CH2:2][NH:1][C:46](=[O:48])[CH3:47])([OH:39])[CH2:4][CH2:5]2)[C:14]([CH2:15][N:16]([CH3:27])[C@@H:17]2[C:26]3[C:21](=[CH:22][CH:23]=[CH:24][CH:25]=3)[CH2:20][CH2:19][CH2:18]2)=[C:13]([CH3:28])[N:12]=1)[CH3:36]. (4) The product is: [F:1][C:2]1[CH:7]=[CH:6][CH:5]=[CH:4][C:3]=1[C:8]1[N:9]=[C:10]([CH3:14])[N:11]([NH:13][CH:19]=[NH:20])[CH:12]=1. Given the reactants [F:1][C:2]1[CH:7]=[CH:6][CH:5]=[CH:4][C:3]=1[C:8]1[N:9]=[C:10]([CH3:14])[N:11]([NH2:13])[CH:12]=1.C(O)(=O)C.[CH:19](N)=[NH:20].C1(C)C=CC=CC=1, predict the reaction product. (5) The product is: [C:1]([C:3]1[C:7]2[CH:8]=[C:9]([CH:21]3[CH2:23][CH2:22]3)[C:10]([N:12]([CH2:17][CH2:18][S:19]([CH3:20])=[O:31])[S:13]([CH3:16])(=[O:14])=[O:15])=[CH:11][C:6]=2[O:5][C:4]=1[C:24]1[CH:25]=[CH:26][C:27]([F:30])=[CH:28][CH:29]=1)#[N:2]. Given the reactants [C:1]([C:3]1[C:7]2[CH:8]=[C:9]([CH:21]3[CH2:23][CH2:22]3)[C:10]([N:12]([CH2:17][CH2:18][S:19][CH3:20])[S:13]([CH3:16])(=[O:15])=[O:14])=[CH:11][C:6]=2[O:5][C:4]=1[C:24]1[CH:29]=[CH:28][C:27]([F:30])=[CH:26][CH:25]=1)#[N:2].[OH:31]S([O-])(=O)=O.[K+], predict the reaction product. (6) Given the reactants ClC1C=C(C(Cl)=O)C=C(Cl)C=1.[Cl:12][C:13]1[CH:19]=[C:18]([O:20][C:21]2[C:30]3[C:25](=[CH:26][C:27]([O:33][CH3:34])=[C:28]([O:31][CH3:32])[CH:29]=3)[N:24]=[CH:23][CH:22]=2)[CH:17]=[CH:16][C:14]=1[NH2:15].[Cl:35][C:36]1[CH:37]=[C:38]([C:43]([N:45]=[C:46]=[S:47])=[O:44])[CH:39]=[C:40]([Cl:42])[CH:41]=1, predict the reaction product. The product is: [Cl:35][C:36]1[CH:37]=[C:38]([C:43]([N:45]=[C:46]=[S:47])=[O:44])[CH:39]=[C:40]([Cl:42])[CH:41]=1.[Cl:12][C:13]1[CH:19]=[C:18]([O:20][C:21]2[C:30]3[C:25](=[CH:26][C:27]([O:33][CH3:34])=[C:28]([O:31][CH3:32])[CH:29]=3)[N:24]=[CH:23][CH:22]=2)[CH:17]=[CH:16][C:14]=1[NH:15][C:46]([NH:45][C:43](=[O:44])[C:38]1[CH:39]=[C:40]([Cl:42])[CH:41]=[C:36]([Cl:35])[CH:37]=1)=[S:47].